From a dataset of CYP3A4 inhibition data for predicting drug metabolism from PubChem BioAssay. Regression/Classification. Given a drug SMILES string, predict its absorption, distribution, metabolism, or excretion properties. Task type varies by dataset: regression for continuous measurements (e.g., permeability, clearance, half-life) or binary classification for categorical outcomes (e.g., BBB penetration, CYP inhibition). Dataset: cyp3a4_veith. (1) The molecule is O=C(CCNNC(=O)c1ccncc1)NCc1ccccc1. The result is 0 (non-inhibitor). (2) The compound is COc1ccccc1-c1ccc2ncnc(N3CCOCC3)c2c1. The result is 1 (inhibitor).